Dataset: Full USPTO retrosynthesis dataset with 1.9M reactions from patents (1976-2016). Task: Predict the reactants needed to synthesize the given product. (1) Given the product [F:1][C:2]1[CH:9]=[C:6]2[C:5](=[CH:4][CH:3]=1)[O:10][C:21](=[O:22])[C:20]([N+:17]([O-:19])=[O:18])=[CH:7]2, predict the reactants needed to synthesize it. The reactants are: [F:1][C:2]1[CH:3]=[CH:4][C:5]([OH:10])=[C:6]([CH:9]=1)[CH:7]=O.Cl.C(NCC)C.[N+:17]([CH2:20][C:21](OC)=[O:22])([O-:19])=[O:18]. (2) The reactants are: C([O:3][CH:4](OCC)[C:5]1[CH:10]=[CH:9][C:8]([CH2:11][N:12]([CH3:14])[CH3:13])=[CH:7][CH:6]=1)C.Cl.CO. Given the product [CH3:14][N:12]([CH2:11][C:8]1[CH:7]=[CH:6][C:5]([CH:4]=[O:3])=[CH:10][CH:9]=1)[CH3:13], predict the reactants needed to synthesize it.